From a dataset of Reaction yield outcomes from USPTO patents with 853,638 reactions. Predict the reaction yield, written as a fraction of the theoretical maximum amount of product (1.0 means a 100% yield; for example, 0.34 means a 34% yield). (1) The reactants are [Li].[Cl:2][C:3]1[CH:8]=[C:7]([F:9])[CH:6]=[CH:5][C:4]=1[C@H:10]1[C:15]([C:16]([O:18][C@H:19](C)C(OCC)=O)=[O:17])=[C:14]([CH2:26][N:27]2[CH2:32][CH2:31][O:30][CH2:29][CH2:28]2)[NH:13][C:12]([C:33]2[S:34][CH:35]=[CH:36][N:37]=2)=[N:11]1. The catalyst is CO. The product is [Cl:2][C:3]1[CH:8]=[C:7]([F:9])[CH:6]=[CH:5][C:4]=1[C@H:10]1[C:15]([C:16]([O:18][CH3:19])=[O:17])=[C:14]([CH2:26][N:27]2[CH2:28][CH2:29][O:30][CH2:31][CH2:32]2)[NH:13][C:12]([C:33]2[S:34][CH:35]=[CH:36][N:37]=2)=[N:11]1. The yield is 0.730. (2) The reactants are Br[CH:2]1[CH:7]=[CH:6][C:5]([CH3:8])=[CH:4][C:3]1([O:10][CH2:11][CH2:12]Cl)C.[CH2:14]([Li])CCC. The catalyst is C1COCC1. The product is [CH3:14][C:7]1[C:2]2[CH2:12][CH2:11][O:10][C:3]=2[CH:4]=[C:5]([CH3:8])[CH:6]=1. The yield is 0.960. (3) The yield is 0.765. No catalyst specified. The reactants are [CH3:1][O:2][C:3](=[O:8])/[CH:4]=[CH:5]/[O:6][CH3:7].[CH:9](OC)([O:12][CH3:13])[O:10][CH3:11].[C:16](=O)([O-])[O-:17].[Na+].[Na+]. The product is [CH3:1][O:2][C:3](=[O:8])[CH:4]([CH:9]([O:12][CH3:13])[O:10][CH3:11])[CH:5]([O:17][CH3:16])[O:6][CH3:7]. (4) The reactants are [CH2:1]([N:3]1[C:12]2[C:7](=[CH:8][CH:9]=[C:10]([O:23][CH2:24][C:25]3[CH:30]=[CH:29][C:28]([O:31][CH3:32])=[CH:27][CH:26]=3)[C:11]=2[O:13][CH2:14][C:15]2[CH:20]=[CH:19][C:18]([O:21][CH3:22])=[CH:17][CH:16]=2)[C:6](=[O:33])[C:5]([C:34](O)=[O:35])=[CH:4]1)[CH3:2].ClC(OCC(C)C)=O.CC(C[AlH]CC(C)C)C. The catalyst is O1CCCC1.C1(C)C=CC=CC=1. The product is [CH2:1]([N:3]1[C:12]2[C:7](=[CH:8][CH:9]=[C:10]([O:23][CH2:24][C:25]3[CH:26]=[CH:27][C:28]([O:31][CH3:32])=[CH:29][CH:30]=3)[C:11]=2[O:13][CH2:14][C:15]2[CH:16]=[CH:17][C:18]([O:21][CH3:22])=[CH:19][CH:20]=2)[C:6](=[O:33])[C:5]([CH2:34][OH:35])=[CH:4]1)[CH3:2]. The yield is 0.524.